From a dataset of Full USPTO retrosynthesis dataset with 1.9M reactions from patents (1976-2016). Predict the reactants needed to synthesize the given product. (1) The reactants are: [Cl:1][C:2]1[C:10]2[N:9]=[C:8]3[N:11]([C:15]4[CH:20]=[CH:19][C:18]([Cl:21])=[CH:17][C:16]=4[Cl:22])[CH2:12][CH2:13][CH2:14][N:7]3[C:6]=2[C:5]([CH:23]([OH:26])[CH2:24][CH3:25])=[CH:4][CH:3]=1.[C:27](OC=C)(=O)[CH3:28].C(=O)([O-])[O-].[Na+].[Na+]. Given the product [Cl:1][C:2]1[C:10]2[N:9]=[C:8]3[N:11]([C:15]4[CH:20]=[CH:19][C:18]([Cl:21])=[CH:17][C:16]=4[Cl:22])[CH2:12][CH2:13][CH2:14][N:7]3[C:6]=2[C:5]([CH:23]([O:26][CH:27]=[CH2:28])[CH2:24][CH3:25])=[CH:4][CH:3]=1, predict the reactants needed to synthesize it. (2) Given the product [CH3:28][CH:29]1[CH2:33][CH2:32][CH2:31][N:30]1[CH2:2][CH2:3][CH2:4][O:5][C:6]1[CH:11]=[CH:10][C:9]([C:12]2[S:13][C:14]3[CH2:19][CH2:18][CH:17]([C:20]([N:22]4[CH2:27][CH2:26][CH2:25][CH2:24][CH2:23]4)=[O:21])[C:15]=3[N:16]=2)=[CH:8][CH:7]=1, predict the reactants needed to synthesize it. The reactants are: Cl[CH2:2][CH2:3][CH2:4][O:5][C:6]1[CH:11]=[CH:10][C:9]([C:12]2[S:13][C:14]3[CH2:19][CH2:18][CH:17]([C:20]([N:22]4[CH2:27][CH2:26][CH2:25][CH2:24][CH2:23]4)=[O:21])[C:15]=3[N:16]=2)=[CH:8][CH:7]=1.[CH3:28][CH:29]1[CH2:33][CH2:32][CH2:31][NH:30]1. (3) Given the product [NH:18]1[CH2:17][CH:16]([O:15][C:14]2[CH:27]=[CH:28][C:11]([CH2:10][N:7]3[CH2:6][CH2:5][N:4]([C:1](=[O:3])[CH3:2])[CH2:9][CH2:8]3)=[CH:12][CH:13]=2)[CH2:19]1, predict the reactants needed to synthesize it. The reactants are: [C:1]([N:4]1[CH2:9][CH2:8][N:7]([CH2:10][C:11]2[CH:28]=[CH:27][C:14]([O:15][CH:16]3[CH2:19][N:18](C(OC(C)(C)C)=O)[CH2:17]3)=[CH:13][CH:12]=2)[CH2:6][CH2:5]1)(=[O:3])[CH3:2].Cl. (4) Given the product [Cl:1][C:2]1[CH:10]=[C:9]2[C:5]([C:6]([C:11]([N:13]3[CH2:18][CH2:17][C:16]4([C:22]5[CH:23]=[CH:24][CH:25]=[CH:26][C:21]=5[C:20](=[O:27])[O:19]4)[CH2:15][CH2:14]3)=[O:12])=[CH:7][N:8]2[CH2:29][C:30]2[CH:31]=[N:32][CH:33]=[CH:34][CH:35]=2)=[CH:4][CH:3]=1, predict the reactants needed to synthesize it. The reactants are: [Cl:1][C:2]1[CH:10]=[C:9]2[C:5]([C:6]([C:11]([N:13]3[CH2:18][CH2:17][C:16]4([C:22]5[CH:23]=[CH:24][CH:25]=[CH:26][C:21]=5[C:20](=[O:27])[O:19]4)[CH2:15][CH2:14]3)=[O:12])=[CH:7][NH:8]2)=[CH:4][CH:3]=1.Br[CH2:29][C:30]1[CH:31]=[N:32][CH:33]=[CH:34][CH:35]=1. (5) Given the product [CH3:20][C@:17]12[C@@:16]3([CH3:21])[C@@H:7]([C@:8]4([CH3:34])[C@@H:13]([CH2:14][CH2:15]3)[C:12]([CH3:22])([CH3:23])[C:11]([C:24]3[CH:33]=[CH:32][C:27]([C:28]([OH:30])=[O:29])=[CH:26][CH:25]=3)=[CH:10][CH2:9]4)[CH2:6][CH2:5][C@@H:4]1[C@H:3]1[C@H:35]([C:38]([CH3:40])=[CH2:39])[CH2:36][CH2:37][C@:2]1([NH:1][C:96]([CH:92]1[CH2:93][CH2:94][CH2:95][N:91]1[S:88]([CH3:87])(=[O:89])=[O:90])=[O:98])[CH2:19][CH2:18]2, predict the reactants needed to synthesize it. The reactants are: [NH2:1][C@:2]12[CH2:37][CH2:36][C@@H:35]([C:38]([CH3:40])=[CH2:39])[C@@H:3]1[C@@H:4]1[C@@:17]([CH3:20])([CH2:18][CH2:19]2)[C@@:16]2([CH3:21])[C@@H:7]([C@:8]3([CH3:34])[C@@H:13]([CH2:14][CH2:15]2)[C:12]([CH3:23])([CH3:22])[C:11]([C:24]2[CH:33]=[CH:32][C:27]([C:28]([O:30]C)=[O:29])=[CH:26][CH:25]=2)=[CH:10][CH2:9]3)[CH2:6][CH2:5]1.CN(C)CCC(N[C@]12CC[C@@H](C(C)=C)[C@@H]1[C@@H]1[C@@](C)(CC2)[C@@]2(C)[C@@H]([C@]3(C)[C@@H](CC2)C(C)(C)C(C2C=CC(C(O)=O)=CC=2)=CC3)CC1)=O.[CH3:87][S:88]([N:91]1[CH2:95][CH2:94][CH2:93][CH:92]1[C:96]([OH:98])=O)(=[O:90])=[O:89].